This data is from Catalyst prediction with 721,799 reactions and 888 catalyst types from USPTO. The task is: Predict which catalyst facilitates the given reaction. (1) Reactant: Cl[C:2]1[C:11]2=[N:12][N:13](CC3C=CC(OC)=CC=3)[CH:14]=[C:10]2[C:9]2[CH:8]=[CH:7][C:6]([O:24][CH3:25])=[CH:5][C:4]=2[N:3]=1.[CH3:26][N:27]([CH2:29][C:30]1[CH:36]=[CH:35][C:33]([NH2:34])=[CH:32][CH:31]=1)[CH3:28].Cl. Product: [CH3:28][N:27]([CH2:29][C:30]1[CH:31]=[CH:32][C:33]([NH:34][C:2]2[C:11]3=[N:12][NH:13][CH:14]=[C:10]3[C:9]3[CH:8]=[CH:7][C:6]([O:24][CH3:25])=[CH:5][C:4]=3[N:3]=2)=[CH:35][CH:36]=1)[CH3:26]. The catalyst class is: 71. (2) Reactant: [NH:1]1[CH:5]=[CH:4][N:3]=[C:2]1[CH2:6][C@@H:7]([OH:10])[CH2:8]O.[H-].[Na+].I[CH2:14][CH2:15][CH2:16][CH2:17][C:18]1[CH:40]=[CH:39][C:21]([O:22][CH2:23][C:24]2[N:25]=[C:26](/[CH:29]=[CH:30]/[C:31]3[CH:36]=[CH:35][C:34]([F:37])=[CH:33][C:32]=3[F:38])[O:27][CH:28]=2)=[CH:20][CH:19]=1.[OH2:41]. Product: [F:38][C:32]1[CH:33]=[C:34]([F:37])[CH:35]=[CH:36][C:31]=1/[CH:30]=[CH:29]/[C:26]1[O:27][CH:28]=[C:24]([CH2:23][O:22][C:21]2[CH:39]=[CH:40][C:18]([CH2:17][CH2:16][CH2:15][CH2:14][N:3]3[CH:4]=[CH:5][N:1]=[C:2]3[CH:6]([OH:41])[CH:7]([OH:10])[CH3:8])=[CH:19][CH:20]=2)[N:25]=1. The catalyst class is: 3. (3) Reactant: C1(P(C2C=CC=CC=2)C2C3OC4C(=CC=CC=4P(C4C=CC=CC=4)C4C=CC=CC=4)C(C)(C)C=3C=CC=2)C=CC=CC=1.C(=O)([O-])[O-].[Cs+].[Cs+].Cl[C:50]1[CH:59]=[CH:58][C:57]2[C:52](=[CH:53][CH:54]=[CH:55][CH:56]=2)[N:51]=1.[NH2:60][C:61]1[CH:66]=[CH:65][C:64]([S:67]([N:70]2[CH2:75][CH2:74][CH:73]([NH:76][C:77](=[O:80])[CH:78]=[CH2:79])[CH2:72][CH2:71]2)(=[O:69])=[O:68])=[CH:63][CH:62]=1. Product: [CH:52]1[C:57]2[C:58](=[CH:53][CH:54]=[CH:55][CH:56]=2)[CH:59]=[C:50]([NH:60][C:61]2[CH:62]=[CH:63][C:64]([S:67]([N:70]3[CH2:71][CH2:72][CH:73]([NH:76][C:77](=[O:80])[CH:78]=[CH2:79])[CH2:74][CH2:75]3)(=[O:68])=[O:69])=[CH:65][CH:66]=2)[N:51]=1. The catalyst class is: 62. (4) The catalyst class is: 42. Product: [F:1][C:2]1[CH:7]=[CH:6][C:5]([CH2:8][N:9]2[C:40](=[O:41])[C:39]([C:34]3[NH:33][C:32]4[CH:43]=[CH:44][C:29]([NH:28][S:25]([CH3:24])(=[O:27])=[O:26])=[CH:30][C:31]=4[S:36](=[O:38])(=[O:37])[N:35]=3)=[C:20]([OH:21])[C@H:11]3[C@@H:10]2[CH:19]2[CH:18]4[CH:17]5[CH:12]3[CH:13]3[CH:14]2[CH:15]4[CH:16]53)=[CH:4][CH:3]=1. Reactant: [F:1][C:2]1[CH:7]=[CH:6][C:5]([CH2:8][NH:9][C@H:10]2[CH:19]3[CH:14]4[CH:15]5[CH:18]3[CH:17]3[CH:12]([CH:13]4[CH:16]53)[C@H:11]2[C:20](OC)=[O:21])=[CH:4][CH:3]=1.[CH3:24][S:25]([NH:28][C:29]1[CH:44]=[CH:43][C:32]2[NH:33][C:34]([CH2:39][C:40](O)=[O:41])=[N:35][S:36](=[O:38])(=[O:37])[C:31]=2[CH:30]=1)(=[O:27])=[O:26].Cl.CN(C)CCCN=C=NCC.C(N(CC)CC)C. (5) Reactant: CO[CH:3]1[CH2:8][NH:7][CH2:6][CH2:5][N:4]1[C:9]([O:11][CH2:12][C:13]1[CH:18]=[CH:17][C:16]([N+:19]([O-:21])=[O:20])=[CH:15][CH:14]=1)=[O:10].[Cl-].[NH4+:23]. Product: [NH:23]=[C:6]1[CH2:5][N:4]([C:9]([O:11][CH2:12][C:13]2[CH:18]=[CH:17][C:16]([N+:19]([O-:21])=[O:20])=[CH:15][CH:14]=2)=[O:10])[CH2:3][CH2:8][NH:7]1. The catalyst class is: 8.